This data is from Full USPTO retrosynthesis dataset with 1.9M reactions from patents (1976-2016). The task is: Predict the reactants needed to synthesize the given product. (1) Given the product [CH:37]([N:20]1[CH2:21][CH2:22][CH:17]([O:16][C:13]2[CH:14]=[CH:15][C:10]([N:5]3[C:4](=[S:23])[N:3]([C:24]4[CH:25]=[C:26]([C:32]([F:34])([F:33])[F:35])[C:27]([C:30]#[N:31])=[N:28][CH:29]=4)[C:2](=[O:1])[C:6]43[CH2:9][CH2:8][CH2:7]4)=[CH:11][CH:12]=2)[CH2:18][CH2:19]1)([CH3:39])[CH3:38], predict the reactants needed to synthesize it. The reactants are: [O:1]=[C:2]1[C:6]2([CH2:9][CH2:8][CH2:7]2)[N:5]([C:10]2[CH:15]=[CH:14][C:13]([O:16][CH:17]3[CH2:22][CH2:21][NH:20][CH2:19][CH2:18]3)=[CH:12][CH:11]=2)[C:4](=[S:23])[N:3]1[C:24]1[CH:25]=[C:26]([C:32]([F:35])([F:34])[F:33])[C:27]([C:30]#[N:31])=[N:28][CH:29]=1.Br[CH:37]([CH3:39])[CH3:38].C(=O)([O-])[O-].[Cs+].[Cs+].CN(C=O)C. (2) Given the product [Br:1][C:2]1[CH:15]=[C:14]2[C:5]([O:6][CH2:7][CH2:8][N:9]3[C:13]2=[N:12][C:11]([C:16](/[N:18]=[CH:19]/[N:20]([CH3:22])[CH3:21])=[O:17])=[CH:10]3)=[CH:4][CH:3]=1, predict the reactants needed to synthesize it. The reactants are: [Br:1][C:2]1[CH:15]=[C:14]2[C:5]([O:6][CH2:7][CH2:8][N:9]3[C:13]2=[N:12][C:11]([C:16]([NH2:18])=[O:17])=[CH:10]3)=[CH:4][CH:3]=1.[CH3:19][N:20]([CH:22](OC)OC)[CH3:21].